This data is from Full USPTO retrosynthesis dataset with 1.9M reactions from patents (1976-2016). The task is: Predict the reactants needed to synthesize the given product. (1) The reactants are: [O:1]1CCCO[CH:2]1[C:7]1[CH:12]=[CH:11][C:10]([C:13]2[S:14][C:15]3[C:20]([N:21]=2)=[CH:19][CH:18]=[C:17]([C:22]2([CH:25]4[CH2:28][CH2:27][CH2:26]4)[CH2:24][CH2:23]2)[N:16]=3)=[C:9]([F:29])[CH:8]=1.Cl.[OH-].[Na+]. Given the product [CH:25]1([C:22]2([C:17]3[N:16]=[C:15]4[S:14][C:13]([C:10]5[CH:11]=[CH:12][C:7]([CH:2]=[O:1])=[CH:8][C:9]=5[F:29])=[N:21][C:20]4=[CH:19][CH:18]=3)[CH2:24][CH2:23]2)[CH2:26][CH2:27][CH2:28]1, predict the reactants needed to synthesize it. (2) Given the product [N+:9]([C:6]1[CH:7]=[CH:8][C:3]([CH2:2][N:18]2[CH2:23][CH2:22][O:21][CH2:20][CH2:19]2)=[CH:4][CH:5]=1)([O-:11])=[O:10], predict the reactants needed to synthesize it. The reactants are: Br[CH2:2][C:3]1[CH:8]=[CH:7][C:6]([N+:9]([O-:11])=[O:10])=[CH:5][CH:4]=1.C(=O)([O-])[O-].[K+].[K+].[NH:18]1[CH2:23][CH2:22][O:21][CH2:20][CH2:19]1. (3) Given the product [CH3:1][O:2][C:3]1[C:7]2[C:8](=[O:25])[N:9]([CH2:16][C:17](=[O:24])[C:18]3[CH:23]=[CH:22][CH:21]=[CH:20][CH:19]=3)[C:10]3[CH:11]=[CH:12][CH:13]=[CH:14][C:15]=3[C:6]=2[N:5]([CH3:26])[C:4]=1[C:27]([NH:29][CH:30]1[CH2:31][CH2:32][N:33]([C:41](=[O:42])[CH2:40][S:37]([CH3:36])(=[O:39])=[O:38])[CH2:34][CH2:35]1)=[O:28], predict the reactants needed to synthesize it. The reactants are: [CH3:1][O:2][C:3]1[C:7]2[C:8](=[O:25])[N:9]([CH2:16][C:17](=[O:24])[C:18]3[CH:23]=[CH:22][CH:21]=[CH:20][CH:19]=3)[C:10]3[CH:11]=[CH:12][CH:13]=[CH:14][C:15]=3[C:6]=2[N:5]([CH3:26])[C:4]=1[C:27]([NH:29][CH:30]1[CH2:35][CH2:34][NH:33][CH2:32][CH2:31]1)=[O:28].[CH3:36][S:37]([CH2:40][C:41](O)=[O:42])(=[O:39])=[O:38].C1C=CC2N(O)N=NC=2C=1. (4) Given the product [F:6][C:7]([F:12])([F:11])[C:8]([OH:10])=[O:9].[CH2:13]([NH:17][C:18]([NH:20][C@H:21]1[CH2:29][C@H:28]2[C@:24]([C:32]3[CH:44]=[CH:43][C:42]([O:46][CH3:7])=[C:34]([O:40][CH3:41])[CH:33]=3)([CH2:25][CH2:26][N:27]2[CH2:30][CH:3]([CH3:4])[CH3:2])[CH2:23][CH2:22]1)=[S:19])[CH2:14][CH2:15][CH3:16], predict the reactants needed to synthesize it. The reactants are: N1C[CH2:4][CH2:3][CH2:2]1.[F:6][C:7]([F:12])([F:11])[C:8]([OH:10])=[O:9].[CH2:13]([NH:17][C:18]([NH:20][C@H:21]1[CH2:29][C@H:28]2[C@:24]([C:32]3C=CC(OC)=[C:34]([O:40][CH3:41])[CH:33]=3)([CH2:25][CH2:26][N:27]2[CH2:30]C)[CH2:23][CH2:22]1)=[S:19])[CH2:14][CH2:15][CH3:16].[CH:42](=[O:46])[CH:43](C)[CH3:44]. (5) Given the product [CH2:1]([OH:16])[CH2:2][CH2:3][CH2:4][C:5]#[C:6][CH2:7][CH2:8][CH2:9][CH2:10][CH2:11][CH2:12][CH2:13][C:14]#[CH:15], predict the reactants needed to synthesize it. The reactants are: [CH2:1]([O:16]C1CCCCO1)[CH2:2][CH2:3][CH2:4][C:5]#[C:6][CH2:7][CH2:8][CH2:9][CH2:10][CH2:11][CH2:12][CH2:13][C:14]#[CH:15].C1(C)C=CC(S(O)(=O)=O)=CC=1. (6) Given the product [Cl:16][C:12]1[C:13]([Cl:15])=[CH:14][C:8]2[S:2][C:1]([SH:3])=[N:10][C:9]=2[CH:11]=1, predict the reactants needed to synthesize it. The reactants are: [C:1](=[S:3])=[S:2].C[O-].[Na+].Cl[C:8]1[CH:14]=[C:13]([Cl:15])[C:12]([Cl:16])=[CH:11][C:9]=1[NH2:10].Cl.